Dataset: Forward reaction prediction with 1.9M reactions from USPTO patents (1976-2016). Task: Predict the product of the given reaction. Given the reactants [CH2:1]([O:3][C:4](=[O:16])[CH2:5][C@H:6]1[C:14]2[C:9](=[CH:10][C:11]([OH:15])=[CH:12][CH:13]=2)[CH2:8][CH2:7]1)[CH3:2].[CH2:17]([O:19][CH:20]([O:23][CH2:24][CH3:25])[CH2:21]Br)[CH3:18].C([O-])([O-])=O.[Cs+].[Cs+].O, predict the reaction product. The product is: [CH2:17]([O:19][CH:20]([O:23][CH2:24][CH3:25])[CH2:21][O:15][C:11]1[CH:10]=[C:9]2[C:14](=[CH:13][CH:12]=1)[C@H:6]([CH2:5][C:4]([O:3][CH2:1][CH3:2])=[O:16])[CH2:7][CH2:8]2)[CH3:18].